The task is: Regression/Classification. Given a drug SMILES string, predict its absorption, distribution, metabolism, or excretion properties. Task type varies by dataset: regression for continuous measurements (e.g., permeability, clearance, half-life) or binary classification for categorical outcomes (e.g., BBB penetration, CYP inhibition). For this dataset (lipophilicity_astrazeneca), we predict Y.. This data is from Experimental lipophilicity measurements (octanol/water distribution) for 4,200 compounds from AstraZeneca. The compound is Cc1ccc2nc(NCCN)c3ncc(C)n3c2c1. The Y is 0.880 logD.